From a dataset of Forward reaction prediction with 1.9M reactions from USPTO patents (1976-2016). Predict the product of the given reaction. (1) Given the reactants [NH2:1][C:2]1[N:7]=[CH:6][C:5]([C:8]#[C:9][C:10]2[C:11]([CH2:27][CH3:28])=[N:12][CH:13]=[CH:14][C:15]=2[C:16]2[CH:24]=[CH:23][C:19]([C:20]([OH:22])=O)=[C:18]([O:25][CH3:26])[CH:17]=2)=[CH:4][CH:3]=1.[CH2:29]([N:31]1[CH2:36][CH2:35][NH:34][CH2:33][CH2:32]1)[CH3:30].CN(C(ON1N=NC2C=CC=NC1=2)=[N+](C)C)C.F[P-](F)(F)(F)(F)F.CCN(C(C)C)C(C)C, predict the reaction product. The product is: [NH2:1][C:2]1[N:7]=[CH:6][C:5]([C:8]#[C:9][C:10]2[C:11]([CH2:27][CH3:28])=[N:12][CH:13]=[CH:14][C:15]=2[C:16]2[CH:24]=[CH:23][C:19]([C:20]([N:34]3[CH2:35][CH2:36][N:31]([CH2:29][CH3:30])[CH2:32][CH2:33]3)=[O:22])=[C:18]([O:25][CH3:26])[CH:17]=2)=[CH:4][CH:3]=1. (2) Given the reactants [CH:1]1([NH:4][C:5]([C:7]2[CH:8]=[CH:9][C:10]([CH3:26])=[C:11]([NH:13][C:14]([C:16]3[CH:17]=[N:18][C:19](S(C)(=O)=O)=[N:20][CH:21]=3)=[O:15])[CH:12]=2)=[O:6])[CH2:3][CH2:2]1.[N:27]1[C:28]([CH2:36][OH:37])=[CH:29][N:30]2[CH:35]=[CH:34][CH:33]=[CH:32][C:31]=12.C(=O)([O-])[O-].[K+].[K+], predict the reaction product. The product is: [CH:1]1([NH:4][C:5]([C:7]2[CH:8]=[CH:9][C:10]([CH3:26])=[C:11]([NH:13][C:14]([C:16]3[CH:17]=[N:18][C:19]([O:37][CH2:36][C:28]4[N:27]=[C:31]5[CH:32]=[CH:33][CH:34]=[CH:35][N:30]5[CH:29]=4)=[N:20][CH:21]=3)=[O:15])[CH:12]=2)=[O:6])[CH2:3][CH2:2]1. (3) Given the reactants [F:1][C:2]([F:13])([F:12])[O:3][C:4]1[CH:9]=[CH:8][C:7]([O:10][CH3:11])=[CH:6][CH:5]=1.C1N2CN3CN(C2)CN1C3.FC(F)(F)[C:26](O)=[O:27], predict the reaction product. The product is: [CH3:11][O:10][C:7]1[CH:6]=[CH:5][C:4]([O:3][C:2]([F:12])([F:13])[F:1])=[CH:9][C:8]=1[CH:26]=[O:27]. (4) Given the reactants [N+:1]([CH:4]1[C:8]([C:9]2[CH:14]=[CH:13][CH:12]=[CH:11][CH:10]=2)=[CH:7][CH2:6][CH2:5]1)([O-])=O, predict the reaction product. The product is: [C:9]1([C@H:8]2[CH2:7][CH2:6][CH2:5][C@H:4]2[NH2:1])[CH:14]=[CH:13][CH:12]=[CH:11][CH:10]=1. (5) Given the reactants [Br:1][C:2]1[CH:3]=[C:4]([CH2:12]O)[CH:5]=[C:6]([C:8]([F:11])([F:10])[F:9])[CH:7]=1.C1(P(C2C=CC=CC=2)C2C=CC=CC=2)C=CC=CC=1.[Br:33]N1C(=O)CCC1=O, predict the reaction product. The product is: [Br:1][C:2]1[CH:7]=[C:6]([C:8]([F:11])([F:10])[F:9])[CH:5]=[C:4]([CH2:12][Br:33])[CH:3]=1.